From a dataset of Forward reaction prediction with 1.9M reactions from USPTO patents (1976-2016). Predict the product of the given reaction. (1) The product is: [OH:1][C:2]1[CH:7]=[C:6]([O:8][CH3:19])[CH:5]=[CH:4][C:3]=1[C:9](=[O:18])[CH2:10][C:11]1[CH:12]=[CH:13][C:14]([CH3:17])=[CH:15][CH:16]=1. Given the reactants [OH:1][C:2]1[CH:7]=[C:6]([OH:8])[CH:5]=[CH:4][C:3]=1[C:9](=[O:18])[CH2:10][C:11]1[CH:16]=[CH:15][C:14]([CH3:17])=[CH:13][CH:12]=1.[CH3:19]O, predict the reaction product. (2) The product is: [CH2:1]([C:5]1=[CH:6][N:7]([C:11]([CH3:14])([CH3:15])[CH2:12][F:13])[S:8]/[C:9]/1=[N:10]\[C:20](=[O:21])[C:19]1[CH:23]=[C:24]([C:27]([F:29])([F:30])[F:28])[CH:25]=[CH:26][C:18]=1[O:17][CH3:16])[CH2:2][CH2:3][CH3:4]. Given the reactants [CH2:1]([C:5]1[C:9](=[NH:10])[S:8][N:7]([C:11]([CH3:15])([CH3:14])[CH2:12][F:13])[CH:6]=1)[CH2:2][CH2:3][CH3:4].[CH3:16][O:17][C:18]1[CH:26]=[CH:25][C:24]([C:27]([F:30])([F:29])[F:28])=[CH:23][C:19]=1[C:20](Cl)=[O:21].C(N(CC)CC)C, predict the reaction product. (3) Given the reactants [Cl:1][C:2]1[C:11]([NH2:12])=[C:10]([NH:13][C@H:14]([C:16]2[CH:21]=[CH:20][CH:19]=[CH:18][CH:17]=2)[CH3:15])[C:9]2[C:4](=[CH:5][CH:6]=[CH:7][CH:8]=2)[N:3]=1.[N:22]#[C:23][Br:24], predict the reaction product. The product is: [BrH:24].[Cl:1][C:2]1[C:11]2[N:12]=[C:23]([NH2:22])[N:13]([C@H:14]([C:16]3[CH:21]=[CH:20][CH:19]=[CH:18][CH:17]=3)[CH3:15])[C:10]=2[C:9]2[CH:8]=[CH:7][CH:6]=[CH:5][C:4]=2[N:3]=1. (4) The product is: [Cl:16][C:17]1[C:22]([CH3:23])=[C:21]([O:15][CH:12]2[CH2:11][CH2:10][N:9]([C:7]3[O:6][N:5]=[C:4]([CH:1]([CH3:3])[CH3:2])[N:8]=3)[CH2:14][CH2:13]2)[N:20]=[CH:19][N:18]=1. Given the reactants [CH:1]([C:4]1[N:8]=[C:7]([N:9]2[CH2:14][CH2:13][CH:12]([OH:15])[CH2:11][CH2:10]2)[O:6][N:5]=1)([CH3:3])[CH3:2].[Cl:16][C:17]1[C:22]([CH3:23])=[C:21](Cl)[N:20]=[CH:19][N:18]=1, predict the reaction product. (5) Given the reactants Br[C:2]1[CH:26]=[CH:25][C:5]([C:6]([N:8]([CH:22]([CH3:24])[CH3:23])[C@@H:9]2[CH2:14][CH2:13][CH2:12][N:11]([C:15]([O:17][C:18]([CH3:21])([CH3:20])[CH3:19])=[O:16])[CH2:10]2)=[O:7])=[CH:4][C:3]=1[O:27][CH2:28][CH2:29][CH2:30][O:31][CH3:32].CC(C)([O-])C.[Na+].C1C=CC(P(C2C(C3C(P(C4C=CC=CC=4)C4C=CC=CC=4)=CC=C4C=3C=CC=C4)=C3C(C=CC=C3)=CC=2)C2C=CC=CC=2)=CC=1.[NH:85]1[CH2:90][CH2:89][O:88][CH2:87][CH2:86]1.C(=O)([O-])O.[Na+], predict the reaction product. The product is: [CH:22]([N:8]([C:6](=[O:7])[C:5]1[CH:25]=[CH:26][C:2]([N:85]2[CH2:90][CH2:89][O:88][CH2:87][CH2:86]2)=[C:3]([O:27][CH2:28][CH2:29][CH2:30][O:31][CH3:32])[CH:4]=1)[C@@H:9]1[CH2:14][CH2:13][CH2:12][N:11]([C:15]([O:17][C:18]([CH3:21])([CH3:20])[CH3:19])=[O:16])[CH2:10]1)([CH3:24])[CH3:23]. (6) Given the reactants [C:1]([O:9][C@@H:10]1[C@H:14]([F:15])[C@@H:13]([CH2:16][CH:17]([P:25]([O:30]CC)([O:27]CC)=[O:26])[S:18][C:19]2[CH:24]=[CH:23][CH:22]=[CH:21][CH:20]=2)[O:12][C@H:11]1[N:33]1[CH:41]=[N:40][C:39]2[C:38](=[O:42])[NH:37][C:36]([NH:43][C:44](=[O:46])[CH3:45])=[N:35][C:34]1=2)(=[O:8])[C:2]1[CH:7]=[CH:6][CH:5]=[CH:4][CH:3]=1.C(NC1NC(=O)C2N=CN(C3OC(C=CP(O)(O)=O)C(OC(=O)C4C=CC=CC=4)C3OC)C=2N=1)(=O)C(C)C, predict the reaction product. The product is: [C:44]([NH:43][C:36]1[NH:37][C:38](=[O:42])[C:39]2[N:40]=[CH:41][N:33]([C@@H:11]3[O:12][C@H:13]([CH2:16][CH:17]([P:25](=[O:26])([OH:27])[OH:30])[S:18][C:19]4[CH:20]=[CH:21][CH:22]=[CH:23][CH:24]=4)[C@@H:14]([F:15])[C@H:10]3[O:9][C:1](=[O:8])[C:2]3[CH:3]=[CH:4][CH:5]=[CH:6][CH:7]=3)[C:34]=2[N:35]=1)(=[O:46])[CH3:45].